This data is from Forward reaction prediction with 1.9M reactions from USPTO patents (1976-2016). The task is: Predict the product of the given reaction. (1) The product is: [F:1][C:2]1[CH:3]=[C:4]([C@@H:9]([NH:11][C:12]([C:13]2[C:14]([NH:19][C@H:20]([C:23]3[CH:28]=[CH:27][CH:26]=[CH:25][CH:24]=3)[CH2:21][O:22][C:31]3[CH:32]=[CH:33][C:34]([N+:40]([O-:42])=[O:41])=[C:35]([CH:39]=3)[C:36]([OH:38])=[O:37])=[N:15][CH:16]=[CH:17][CH:18]=2)=[O:29])[CH3:10])[CH:5]=[CH:6][C:7]=1[F:8]. Given the reactants [F:1][C:2]1[CH:3]=[C:4]([C@@H:9]([NH:11][C:12](=[O:29])[C:13]2[CH:18]=[CH:17][CH:16]=[N:15][C:14]=2[NH:19][C@H:20]([C:23]2[CH:28]=[CH:27][CH:26]=[CH:25][CH:24]=2)[CH2:21][OH:22])[CH3:10])[CH:5]=[CH:6][C:7]=1[F:8].F[C:31]1[CH:32]=[CH:33][C:34]([N+:40]([O-:42])=[O:41])=[C:35]([CH:39]=1)[C:36]([OH:38])=[O:37].[H-].[Na+], predict the reaction product. (2) Given the reactants [F:1][C:2]1[CH:3]=[C:4]([CH2:8][CH:9]([NH:17][C:18]([C:20]2[C:26]3[CH:27]=[CH:28][CH:29]=[CH:30][C:25]=3[O:24][C:23]3[CH:31]=[CH:32][CH:33]=[CH:34][C:22]=3[CH:21]=2)=[O:19])[CH:10]2[CH2:14][CH:13]([CH3:15])[C:12](=[O:16])[O:11]2)[CH:5]=[CH:6][CH:7]=1, predict the reaction product. The product is: [CH2:9]([NH:17][C:12]([CH:13]([CH3:15])[CH2:14][CH:10]([OH:11])[CH:9]([NH:17][C:18]([C:20]1[C:26]2[CH:27]=[CH:28][CH:29]=[CH:30][C:25]=2[O:24][C:23]2[CH:31]=[CH:32][CH:33]=[CH:34][C:22]=2[CH:21]=1)=[O:19])[CH2:8][C:4]1[CH:5]=[CH:6][CH:7]=[C:2]([F:1])[CH:3]=1)=[O:16])[CH2:8][CH2:4][CH3:3].